This data is from Full USPTO retrosynthesis dataset with 1.9M reactions from patents (1976-2016). The task is: Predict the reactants needed to synthesize the given product. (1) Given the product [CH3:1][N:2]([CH3:7])[S:3]([NH:8][C@@H:9]([CH2:14][C:15]1[CH:20]=[CH:19][C:18]([N+:21]([O-:23])=[O:22])=[CH:17][CH:16]=1)[C:10]([O:12][CH3:13])=[O:11])(=[O:5])=[O:4], predict the reactants needed to synthesize it. The reactants are: [CH3:1][N:2]([CH3:7])[S:3](Cl)(=[O:5])=[O:4].[NH2:8][C@@H:9]([CH2:14][C:15]1[CH:20]=[CH:19][C:18]([N+:21]([O-:23])=[O:22])=[CH:17][CH:16]=1)[C:10]([O:12][CH3:13])=[O:11]. (2) Given the product [Cl:16][C:17]1[N:22]=[C:21]([NH:15][C:3]2[C:4]([N:9]3[CH2:14][CH2:13][O:12][CH2:11][CH2:10]3)=[CH:5][C:6]([F:8])=[CH:7][C:2]=2[F:1])[C:20]([Cl:24])=[CH:19][N:18]=1, predict the reactants needed to synthesize it. The reactants are: [F:1][C:2]1[CH:7]=[C:6]([F:8])[CH:5]=[C:4]([N:9]2[CH2:14][CH2:13][O:12][CH2:11][CH2:10]2)[C:3]=1[NH2:15].[Cl:16][C:17]1[N:22]=[C:21](Cl)[C:20]([Cl:24])=[CH:19][N:18]=1. (3) Given the product [C:1]([O:5][C:6]([N:8]1[C@@H:12]([CH2:13][CH2:14][C:15]2[CH:16]=[CH:17][C:18]([NH:21][S:34]([C:29]3[C:28]4[CH:27]=[CH:26][N:25]=[CH:24][C:33]=4[CH:32]=[CH:31][CH:30]=3)(=[O:35])=[O:36])=[CH:19][CH:20]=2)[CH2:11][O:10][C:9]1([CH3:23])[CH3:22])=[O:7])([CH3:4])([CH3:2])[CH3:3], predict the reactants needed to synthesize it. The reactants are: [C:1]([O:5][C:6]([N:8]1[C@@H:12]([CH2:13][CH2:14][C:15]2[CH:20]=[CH:19][C:18]([NH2:21])=[CH:17][CH:16]=2)[CH2:11][O:10][C:9]1([CH3:23])[CH3:22])=[O:7])([CH3:4])([CH3:3])[CH3:2].[CH:24]1[C:33]2[CH:32]=[CH:31][CH:30]=[C:29]([S:34](Cl)(=[O:36])=[O:35])[C:28]=2[CH:27]=[CH:26][N:25]=1.